Dataset: Full USPTO retrosynthesis dataset with 1.9M reactions from patents (1976-2016). Task: Predict the reactants needed to synthesize the given product. The reactants are: [C:1]([NH:4][C:5]1[CH:10]=[CH:9][C:8](B(O)O)=[CH:7][CH:6]=1)(=[O:3])[CH3:2].C(=O)([O-])[O-].[Na+].[Na+].[C:20]([NH:28][C:29]1[CH:38]=[C:37](Br)[CH:36]=[CH:35][C:30]=1[C:31]([O:33]C)=[O:32])(=[O:27])[C:21]1[CH:26]=[CH:25][CH:24]=[CH:23][CH:22]=1. Given the product [C:1]([NH:4][C:5]1[CH:10]=[CH:9][C:8]([C:37]2[CH:36]=[CH:35][C:30]([C:31]([OH:33])=[O:32])=[C:29]([NH:28][C:20](=[O:27])[C:21]3[CH:26]=[CH:25][CH:24]=[CH:23][CH:22]=3)[CH:38]=2)=[CH:7][CH:6]=1)(=[O:3])[CH3:2], predict the reactants needed to synthesize it.